Predict the reactants needed to synthesize the given product. From a dataset of Full USPTO retrosynthesis dataset with 1.9M reactions from patents (1976-2016). (1) Given the product [Br:18][CH2:19][CH2:20][O:8][C:6]1[CH:7]=[C:2]([F:1])[CH:3]=[CH:4][C:5]=1[N+:9]([O-:11])=[O:10], predict the reactants needed to synthesize it. The reactants are: [F:1][C:2]1[CH:3]=[CH:4][C:5]([N+:9]([O-:11])=[O:10])=[C:6]([OH:8])[CH:7]=1.C(=O)([O-])[O-].[K+].[K+].[Br:18][CH2:19][CH2:20]Br. (2) The reactants are: [F:1][C:2]1[C:3]([CH3:23])=[C:4]([C@:8]2([C:19]([O:21][CH3:22])=[O:20])[CH2:12][CH2:11][C:10]([C:13]3[N:17]([CH3:18])[N:16]=[CH:15][CH:14]=3)=[CH:9]2)[CH:5]=[CH:6][CH:7]=1.C([O-])=O.[NH4+]. Given the product [F:1][C:2]1[C:3]([CH3:23])=[C:4]([C@:8]2([C:19]([O:21][CH3:22])=[O:20])[CH2:12][CH2:11][CH:10]([C:13]3[N:17]([CH3:18])[N:16]=[CH:15][CH:14]=3)[CH2:9]2)[CH:5]=[CH:6][CH:7]=1, predict the reactants needed to synthesize it. (3) Given the product [CH3:12][C:11]1[NH:1][C:2]2[CH:7]=[C:6]([NH2:8])[CH:5]=[C:4]([CH3:9])[C:3]=2[N:10]=1, predict the reactants needed to synthesize it. The reactants are: [NH2:1][C:2]1[CH:7]=[C:6]([NH2:8])[CH:5]=[C:4]([CH3:9])[C:3]=1[NH:10][C:11](=O)[CH3:12]. (4) The reactants are: [F:1][C:2]1[CH:3]=[C:4]([CH:17]=[CH:18][CH:19]=1)[CH2:5][NH:6][C:7]([NH:9][C:10]1[S:11][CH:12]=[C:13]([CH2:15]I)[N:14]=1)=[O:8].[OH:20][C:21]1[C:22]([C:27]([O:29][CH3:30])=[O:28])=[N:23][CH:24]=[CH:25][N:26]=1.C([O-])([O-])=O.[K+].[K+].O. Given the product [F:1][C:2]1[CH:3]=[C:4]([CH:17]=[CH:18][CH:19]=1)[CH2:5][NH:6][C:7](=[O:8])[NH:9][C:10]1[S:11][CH:12]=[C:13]([CH2:15][O:20][C:21]2[C:22]([C:27]([O:29][CH3:30])=[O:28])=[N:23][CH:24]=[CH:25][N:26]=2)[N:14]=1, predict the reactants needed to synthesize it. (5) Given the product [NH2:12][CH:5]1[CH:6]2[CH2:11][C:2]3([OH:1])[CH2:9][CH:8]([CH2:10][CH:4]1[CH2:3]3)[CH2:7]2, predict the reactants needed to synthesize it. The reactants are: [OH:1][C:2]12[CH2:11][CH:6]3[CH2:7][CH:8]([CH2:10][CH:4]([C:5]3=[N:12]O)[CH2:3]1)[CH2:9]2.[H][H]. (6) Given the product [NH2:23][C:21](=[O:22])[C:20](=[O:24])[CH:19]([NH:18][C:12]([C@H:7]1[CH2:8][CH2:9][C:10](=[O:11])[N:6]1[CH2:5][C:4]1[CH:15]=[CH:16][CH:17]=[C:2]([F:1])[CH:3]=1)=[O:14])[CH2:25][C:26]1[CH:27]=[CH:28][CH:29]=[CH:30][CH:31]=1, predict the reactants needed to synthesize it. The reactants are: [F:1][C:2]1[CH:3]=[C:4]([CH:15]=[CH:16][CH:17]=1)[CH2:5][N:6]1[C:10](=[O:11])[CH2:9][CH2:8][C@@H:7]1[C:12]([OH:14])=O.[NH2:18][CH:19]([CH2:25][C:26]1[CH:31]=[CH:30][CH:29]=[CH:28][CH:27]=1)[CH:20]([OH:24])[C:21]([NH2:23])=[O:22].O[NH-].O=[N-]. (7) Given the product [N:1]1[C:5]2[CH:6]=[CH:7][CH:8]=[CH:9][C:4]=2[NH:3][C:2]=1[S:10]([CH2:13][CH2:14][N:15]1[CH2:20][CH2:19][N:18]([CH2:28][C:29]([NH:31][C:32]2[C:33]([S:41][CH3:42])=[N:34][C:35]([CH3:40])=[CH:36][C:37]=2[S:38][CH3:39])=[O:30])[CH2:17][CH2:16]1)(=[O:12])=[O:11], predict the reactants needed to synthesize it. The reactants are: [N:1]1[C:5]2[CH:6]=[CH:7][CH:8]=[CH:9][C:4]=2[NH:3][C:2]=1[S:10]([CH2:13][CH2:14][N:15]1[CH2:20][CH2:19][NH:18][CH2:17][CH2:16]1)(=[O:12])=[O:11].C(=O)([O-])[O-].[K+].[K+].Br[CH2:28][C:29]([NH:31][C:32]1[C:33]([S:41][CH3:42])=[N:34][C:35]([CH3:40])=[CH:36][C:37]=1[S:38][CH3:39])=[O:30]. (8) The reactants are: [NH2:1][NH2:2].[CH3:3][O:4][C:5]1[N:10]=[CH:9][C:8]([C:11]([C:13]2[CH:21]=[CH:20][CH:19]=[CH:18][C:14]=2[C:15](O)=[O:16])=O)=[CH:7][CH:6]=1. Given the product [CH3:3][O:4][C:5]1[N:10]=[CH:9][C:8]([C:11]2[C:13]3[C:14](=[CH:18][CH:19]=[CH:20][CH:21]=3)[C:15](=[O:16])[NH:2][N:1]=2)=[CH:7][CH:6]=1, predict the reactants needed to synthesize it. (9) Given the product [Cl:13][C:10]1[CH:11]=[CH:12][C:7]([C:5](=[O:6])[CH3:4])=[CH:8][CH:9]=1, predict the reactants needed to synthesize it. The reactants are: COC(=O)[CH2:4][C:5]([C:7]1[CH:12]=[CH:11][C:10]([Cl:13])=[CH:9][CH:8]=1)=[O:6].CN(C)C(=O)C.Cl.C(N(CC)CC)C.O.C(=O)(O)[O-].[Na+]. (10) Given the product [CH2:1]([C:2]1[S:3][CH:4]([C:19]2[CH:24]=[CH:23][CH:22]=[CH:21][CH:20]=2)[C:5]([C:8]2[CH:9]=[CH:10][C:11]3[O:16][CH2:15][C:14](=[O:17])[NH:13][C:12]=3[CH:18]=2)=[CH:6][N:7]=1)[CH3:26], predict the reactants needed to synthesize it. The reactants are: [CH3:1][C:2]1[S:3][CH:4]([C:19]2[CH:24]=[CH:23][CH:22]=[CH:21][CH:20]=2)[C:5]([C:8]2[CH:9]=[CH:10][C:11]3[O:16][CH2:15][C:14](=[O:17])[NH:13][C:12]=3[CH:18]=2)=[CH:6][N:7]=1.O=[C:26]1NC2C=C(C(=CC3C=CC=CC=3)C=O)C=CC=2OC1.C(=S)(N)CC.